This data is from Forward reaction prediction with 1.9M reactions from USPTO patents (1976-2016). The task is: Predict the product of the given reaction. (1) Given the reactants S(Cl)([Cl:3])=O.[CH3:5][O:6][CH:7]([O:16][CH3:17])[C:8]1[N:13]=[CH:12][C:11]([CH2:14]O)=[CH:10][CH:9]=1, predict the reaction product. The product is: [Cl:3][CH2:14][C:11]1[CH:10]=[CH:9][C:8]([CH:7]([O:16][CH3:17])[O:6][CH3:5])=[N:13][CH:12]=1. (2) Given the reactants C(OC([NH:8][CH2:9][C:10]1[CH:15]=[CH:14][C:13]([O:16][CH:17]2[CH2:23][CH2:22][CH2:21][CH2:20][CH2:19][CH2:18]2)=[CH:12][N:11]=1)=O)(C)(C)C.Cl, predict the reaction product. The product is: [NH2:8][CH2:9][C:10]1[CH:15]=[CH:14][C:13]([O:16][CH:17]2[CH2:18][CH2:19][CH2:20][CH2:21][CH2:22][CH2:23]2)=[CH:12][N:11]=1. (3) Given the reactants C([O:3][C:4](=[O:33])[CH:5]([O:30][CH2:31][CH3:32])[CH2:6][C:7]1[CH:12]=[CH:11][CH:10]=[C:9]([O:13][CH2:14][CH2:15][C:16]2[CH:21]=[CH:20][C:19]([NH:22][C:23]([O:25][C:26]([CH3:29])([CH3:28])[CH3:27])=[O:24])=[CH:18][CH:17]=2)[CH:8]=1)C.O.[OH-].[Li+], predict the reaction product. The product is: [C:26]([O:25][C:23]([NH:22][C:19]1[CH:18]=[CH:17][C:16]([CH2:15][CH2:14][O:13][C:9]2[CH:8]=[C:7]([CH2:6][CH:5]([O:30][CH2:31][CH3:32])[C:4]([OH:33])=[O:3])[CH:12]=[CH:11][CH:10]=2)=[CH:21][CH:20]=1)=[O:24])([CH3:29])([CH3:28])[CH3:27]. (4) Given the reactants Br[C:2]1[CH:26]=[CH:25][C:5]([CH2:6][C:7]2([C:21]([O:23][CH3:24])=[O:22])[CH2:11][C:10]([F:13])([F:12])[CH2:9][N:8]2[C:14]([O:16][C:17]([CH3:20])([CH3:19])[CH3:18])=[O:15])=[CH:4][CH:3]=1.Br[C:28]1[CH:33]=[CH:32][C:31]([F:34])=[CH:30][N:29]=1.C[Sn](C)C.C[Sn](C)C.[F-].[K+], predict the reaction product. The product is: [F:12][C:10]1([F:13])[CH2:9][N:8]([C:14]([O:16][C:17]([CH3:20])([CH3:19])[CH3:18])=[O:15])[C:7]([CH2:6][C:5]2[CH:25]=[CH:26][C:2]([C:28]3[CH:33]=[CH:32][C:31]([F:34])=[CH:30][N:29]=3)=[CH:3][CH:4]=2)([C:21]([O:23][CH3:24])=[O:22])[CH2:11]1. (5) Given the reactants [CH2:1]([O:8][C@H:9]1[C@H:15]([O:16][CH2:17][C:18]2[CH:23]=[CH:22][CH:21]=[CH:20][CH:19]=2)[C@@H:14]([O:24][CH2:25][C:26]2[CH:31]=[CH:30][CH:29]=[CH:28][CH:27]=2)[C@:13]2([C:33]3[CH:38]=[CH:37][C:36]([Cl:39])=[C:35]([CH2:40][C:41]4[CH:46]=[CH:45][C:44]([O:47][CH2:48][CH3:49])=[C:43]([F:50])[C:42]=4[F:51])[CH:34]=3)[O:32][C@@:10]1([CH:52]=[O:53])[CH2:11][O:12]2)[C:2]1[CH:7]=[CH:6][CH:5]=[CH:4][CH:3]=1.[CH3:54][Mg]Br, predict the reaction product. The product is: [CH2:1]([O:8][C@H:9]1[C@H:15]([O:16][CH2:17][C:18]2[CH:19]=[CH:20][CH:21]=[CH:22][CH:23]=2)[C@@H:14]([O:24][CH2:25][C:26]2[CH:31]=[CH:30][CH:29]=[CH:28][CH:27]=2)[C@:13]2([C:33]3[CH:38]=[CH:37][C:36]([Cl:39])=[C:35]([CH2:40][C:41]4[CH:46]=[CH:45][C:44]([O:47][CH2:48][CH3:49])=[C:43]([F:50])[C:42]=4[F:51])[CH:34]=3)[O:32][C@@:10]1([CH:52]([OH:53])[CH3:54])[CH2:11][O:12]2)[C:2]1[CH:7]=[CH:6][CH:5]=[CH:4][CH:3]=1.